From a dataset of NCI-60 drug combinations with 297,098 pairs across 59 cell lines. Regression. Given two drug SMILES strings and cell line genomic features, predict the synergy score measuring deviation from expected non-interaction effect. (1) Drug 1: CN(C)N=NC1=C(NC=N1)C(=O)N. Drug 2: CC(C1=C(C=CC(=C1Cl)F)Cl)OC2=C(N=CC(=C2)C3=CN(N=C3)C4CCNCC4)N. Cell line: RXF 393. Synergy scores: CSS=0.799, Synergy_ZIP=-0.867, Synergy_Bliss=-1.38, Synergy_Loewe=-0.998, Synergy_HSA=-1.04. (2) Drug 1: C1=NC2=C(N=C(N=C2N1C3C(C(C(O3)CO)O)O)F)N. Drug 2: CC1=C2C(C(=O)C3(C(CC4C(C3C(C(C2(C)C)(CC1OC(=O)C(C(C5=CC=CC=C5)NC(=O)OC(C)(C)C)O)O)OC(=O)C6=CC=CC=C6)(CO4)OC(=O)C)O)C)O. Cell line: UACC-257. Synergy scores: CSS=1.19, Synergy_ZIP=1.95, Synergy_Bliss=4.69, Synergy_Loewe=-1.95, Synergy_HSA=-0.546. (3) Drug 2: CC1C(C(CC(O1)OC2CC(OC(C2O)C)OC3=CC4=CC5=C(C(=O)C(C(C5)C(C(=O)C(C(C)O)O)OC)OC6CC(C(C(O6)C)O)OC7CC(C(C(O7)C)O)OC8CC(C(C(O8)C)O)(C)O)C(=C4C(=C3C)O)O)O)O. Cell line: NCIH23. Synergy scores: CSS=9.27, Synergy_ZIP=0.526, Synergy_Bliss=-1.29, Synergy_Loewe=-20.9, Synergy_HSA=-0.974. Drug 1: CC1C(C(CC(O1)OC2CC(CC3=C2C(=C4C(=C3O)C(=O)C5=C(C4=O)C(=CC=C5)OC)O)(C(=O)C)O)N)O.Cl. (4) Drug 1: CNC(=O)C1=CC=CC=C1SC2=CC3=C(C=C2)C(=NN3)C=CC4=CC=CC=N4. Drug 2: CN1C2=C(C=C(C=C2)N(CCCl)CCCl)N=C1CCCC(=O)O.Cl. Cell line: IGROV1. Synergy scores: CSS=-1.29, Synergy_ZIP=-0.789, Synergy_Bliss=-2.05, Synergy_Loewe=-1.95, Synergy_HSA=-2.17. (5) Drug 1: CC1=C2C(C(=O)C3(C(CC4C(C3C(C(C2(C)C)(CC1OC(=O)C(C(C5=CC=CC=C5)NC(=O)OC(C)(C)C)O)O)OC(=O)C6=CC=CC=C6)(CO4)OC(=O)C)OC)C)OC. Drug 2: CC1=C(C=C(C=C1)C(=O)NC2=CC(=CC(=C2)C(F)(F)F)N3C=C(N=C3)C)NC4=NC=CC(=N4)C5=CN=CC=C5. Cell line: UACC62. Synergy scores: CSS=43.8, Synergy_ZIP=5.65, Synergy_Bliss=6.58, Synergy_Loewe=-3.92, Synergy_HSA=7.43.